This data is from Full USPTO retrosynthesis dataset with 1.9M reactions from patents (1976-2016). The task is: Predict the reactants needed to synthesize the given product. Given the product [C:32]([O:36][C:37]([N:39]1[CH2:43][CH2:42][CH:41]([N:44]([C:20]2[S:21][C:17](=[CH:16][C:12]3[CH:11]=[C:10]4[C:15](=[CH:14][CH:13]=3)[N:7]([CH2:6][C:5]3[CH:26]=[CH:27][C:2]([Cl:1])=[CH:3][C:4]=3[C:28]([F:30])([F:31])[F:29])[N:8]=[CH:9]4)[C:18](=[O:25])[N:19]=2)[CH3:45])[CH2:40]1)=[O:38])([CH3:35])([CH3:34])[CH3:33], predict the reactants needed to synthesize it. The reactants are: [Cl:1][C:2]1[CH:27]=[CH:26][C:5]([CH2:6][N:7]2[C:15]3[C:10](=[CH:11][C:12]([CH:16]=[C:17]4[S:21][C:20](SCC)=[N:19][C:18]4=[O:25])=[CH:13][CH:14]=3)[CH:9]=[N:8]2)=[C:4]([C:28]([F:31])([F:30])[F:29])[CH:3]=1.[C:32]([O:36][C:37]([N:39]1[CH2:43][CH2:42][CH:41]([NH:44][CH3:45])[CH2:40]1)=[O:38])([CH3:35])([CH3:34])[CH3:33].